Dataset: Full USPTO retrosynthesis dataset with 1.9M reactions from patents (1976-2016). Task: Predict the reactants needed to synthesize the given product. (1) Given the product [NH2:4][C:3]1([CH2:2][OH:39])[CH2:5][CH2:6][CH2:7][CH2:8]1.[ClH:45].[NH2:13][C:12]1([CH2:11][Cl:45])[CH2:14][CH2:15][CH2:16][CH2:17]1, predict the reactants needed to synthesize it. The reactants are: C[C:2]1[C:8](C)=[CH:7][CH:6]=[CH:5][C:3]=1[NH2:4].C[C:11]1[C:17](C)=[C:16](I)[CH:15]=[CH:14][C:12]=1[NH2:13].NC1C=CC=CC=1.CC1C(C)=C(I)C=CC=1N=C=S.[OH:39]CCN.O=S(Cl)[Cl:45]. (2) The reactants are: [OH:1][C:2]1[C:20]([C:21]([F:24])([F:23])[F:22])=[CH:19][C:5]([C:6]([N:8]2[C:12]3[CH:13]=[CH:14][CH:15]=[CH:16][C:11]=3[S:10](=[O:18])(=[O:17])[CH2:9]2)=[O:7])=[CH:4][C:3]=1[C:25]([N:27]1[CH2:31][CH2:30][S:29][CH2:28]1)=[O:26].[OH:32]OS([O-])=O.[K+].Cl. Given the product [OH:1][C:2]1[C:20]([C:21]([F:24])([F:23])[F:22])=[CH:19][C:5]([C:6]([N:8]2[C:12]3[CH:13]=[CH:14][CH:15]=[CH:16][C:11]=3[S:10](=[O:18])(=[O:17])[CH2:9]2)=[O:7])=[CH:4][C:3]=1[C:25]([N:27]1[CH2:31][CH2:30][S:29](=[O:32])[CH2:28]1)=[O:26], predict the reactants needed to synthesize it. (3) The reactants are: [C:1]1([CH2:10][C:11]#N)[CH:6]=[CH:5][CH:4]=[CH:3][C:2]=1CC#N.S(=O)(=O)(O)O.[OH-:18].[NH4+].[C:20]([O:23][C:24](=[O:26])[CH3:25])(=O)[CH3:21].[CH2:27]([OH:29])[CH3:28]. Given the product [CH2:27]([O:29][C:11](=[O:18])[CH2:10][C:1]1[CH:2]=[CH:3][CH:4]=[CH:5][C:6]=1[CH2:25][C:24]([O:23][CH2:20][CH3:21])=[O:26])[CH3:28], predict the reactants needed to synthesize it.